From a dataset of Peptide-MHC class II binding affinity with 134,281 pairs from IEDB. Regression. Given a peptide amino acid sequence and an MHC pseudo amino acid sequence, predict their binding affinity value. This is MHC class II binding data. (1) The peptide sequence is AAYLATRGLDVVDAV. The MHC is HLA-DQA10501-DQB10201 with pseudo-sequence HLA-DQA10501-DQB10201. The binding affinity (normalized) is 0.770. (2) The peptide sequence is ITDAVGNDMPGGYCL. The MHC is DRB1_0405 with pseudo-sequence DRB1_0405. The binding affinity (normalized) is 0.0556.